Task: Predict the reactants needed to synthesize the given product.. Dataset: Full USPTO retrosynthesis dataset with 1.9M reactions from patents (1976-2016) (1) Given the product [CH3:1][O:2][C:3]1[CH:4]=[C:5]2[C:10](=[CH:11][C:12]=1[O:13][CH3:14])[N:9]=[CH:8][CH:7]=[C:6]2[O:15][C:16]1[CH:21]=[CH:20][C:19]([NH:22][C:23]([C:25]2[C:26](=[O:41])[N:27]([C:35]3[CH:36]=[CH:37][CH:38]=[CH:39][CH:40]=3)[N:28]([CH2:31][C@H:32]([O:34][C:52](=[O:53])[CH2:51][NH:50][C:43]([O:45][C:46]([CH3:48])([CH3:47])[CH3:49])=[O:44])[CH3:33])[C:29]=2[CH3:30])=[O:24])=[CH:18][C:17]=1[F:42], predict the reactants needed to synthesize it. The reactants are: [CH3:1][O:2][C:3]1[CH:4]=[C:5]2[C:10](=[CH:11][C:12]=1[O:13][CH3:14])[N:9]=[CH:8][CH:7]=[C:6]2[O:15][C:16]1[CH:21]=[CH:20][C:19]([NH:22][C:23]([C:25]2[C:26](=[O:41])[N:27]([C:35]3[CH:40]=[CH:39][CH:38]=[CH:37][CH:36]=3)[N:28]([CH2:31][C@H:32]([OH:34])[CH3:33])[C:29]=2[CH3:30])=[O:24])=[CH:18][C:17]=1[F:42].[C:43]([NH:50][CH2:51][C:52](O)=[O:53])([O:45][C:46]([CH3:49])([CH3:48])[CH3:47])=[O:44].C(Cl)CCl. (2) The reactants are: [Si]([O:8][CH2:9][C:10]([CH3:40])([CH3:39])[CH2:11][N:12]1[CH:21]=[C:20]([CH2:22]O)[C:19]2[C:14](=[CH:15][CH:16]=[C:17]([C:24]3[CH:25]=[C:26]([CH:33]=[C:34]([F:37])[C:35]=3[CH3:36])[C:27]([NH:29][CH:30]3[CH2:32][CH2:31]3)=[O:28])[CH:18]=2)[C:13]1=[O:38])(C(C)(C)C)(C)C.CS([Cl:45])(=O)=O.[CH3:46][C@H:47]1[CH2:52][NH:51][CH2:50][CH2:49][N:48]1C(OC(C)(C)C)=O. Given the product [ClH:45].[CH:30]1([NH:29][C:27](=[O:28])[C:26]2[CH:25]=[C:24]([C:17]3[CH:18]=[C:19]4[C:14](=[CH:15][CH:16]=3)[C:13](=[O:38])[N:12]([CH2:11][C:10]([CH3:39])([CH3:40])[CH2:9][OH:8])[CH:21]=[C:20]4[CH2:22][N:51]3[CH2:50][CH2:49][NH:48][C@@H:47]([CH3:46])[CH2:52]3)[C:35]([CH3:36])=[C:34]([F:37])[CH:33]=2)[CH2:32][CH2:31]1, predict the reactants needed to synthesize it. (3) Given the product [CH2:24]([O:23][C:21]([C:20]1[C:14]([C:13](=[O:18])[C:10]2[CH:9]=[CH:8][C:7]([O:6][CH3:5])=[CH:12][CH:11]=2)=[C:15]([CH3:16])[O:17][N:26]=1)=[O:22])[CH3:25], predict the reactants needed to synthesize it. The reactants are: [O-]CC.[Na+].[CH3:5][O:6][C:7]1[CH:12]=[CH:11][C:10]([C:13](=[O:18])[CH2:14][C:15](=[O:17])[CH3:16])=[CH:9][CH:8]=1.Cl[C:20](=[N:26]O)[C:21]([O:23][CH2:24][CH3:25])=[O:22]. (4) Given the product [CH3:3][O:4][C:5]1[CH:6]=[C:7]([CH:10]=[C:11]([O:13][CH3:14])[CH:12]=1)[CH:8]=[C:23]1[CH:22]=[CH:21][CH:20]=[N:19][CH:18]1[C:15](=[O:17])[CH3:16], predict the reactants needed to synthesize it. The reactants are: [OH-].[Na+].[CH3:3][O:4][C:5]1[CH:6]=[C:7]([CH:10]=[C:11]([O:13][CH3:14])[CH:12]=1)[CH:8]=O.[C:15]([C:18]1[CH:23]=[CH:22][CH:21]=[CH:20][N:19]=1)(=[O:17])[CH3:16].